Dataset: Peptide-MHC class I binding affinity with 185,985 pairs from IEDB/IMGT. Task: Regression. Given a peptide amino acid sequence and an MHC pseudo amino acid sequence, predict their binding affinity value. This is MHC class I binding data. (1) The peptide sequence is WENGFKVVL. The MHC is HLA-B15:09 with pseudo-sequence HLA-B15:09. The binding affinity (normalized) is 0.257. (2) The peptide sequence is NYYAPRIQF. The MHC is HLA-A24:03 with pseudo-sequence HLA-A24:03. The binding affinity (normalized) is 0.810. (3) The peptide sequence is SVEKIKQTGI. The MHC is HLA-A02:03 with pseudo-sequence HLA-A02:03. The binding affinity (normalized) is 0.0905.